This data is from Reaction yield outcomes from USPTO patents with 853,638 reactions. The task is: Predict the reaction yield, written as a fraction of the theoretical maximum amount of product (1.0 means a 100% yield; for example, 0.34 means a 34% yield). (1) The reactants are [NH2:1][CH2:2][CH2:3][N:4]1[C:12]2[C:7](=[CH:8][CH:9]=[C:10]([S:13][CH3:14])[CH:11]=2)[CH:6]=[C:5]1[C:15](=O)[CH:16]([CH3:18])[CH3:17].CCN(CC)CC.[BH4-].[Na+]. The catalyst is CO. The product is [CH:16]([CH:15]1[C:5]2=[CH:6][C:7]3[CH:8]=[CH:9][C:10]([S:13][CH3:14])=[CH:11][C:12]=3[N:4]2[CH2:3][CH2:2][NH:1]1)([CH3:18])[CH3:17]. The yield is 0.425. (2) The catalyst is ClCCCl. The reactants are [Cl:1][C:2]1[CH:7]=[CH:6][CH:5]=[C:4]([Cl:8])[C:3]=1[N:9]1[CH:19]=[C:12]2[CH:13]=[N+:14]([O-])[CH:15]=[C:16]([F:17])[C:11]2=[N:10]1.P(Br)(Br)([Br:22])=O. The yield is 0.310. The product is [Br:22][C:13]1[C:12]2=[CH:19][N:9]([C:3]3[C:2]([Cl:1])=[CH:7][CH:6]=[CH:5][C:4]=3[Cl:8])[N:10]=[C:11]2[C:16]([F:17])=[CH:15][N:14]=1. (3) The reactants are [C:1]([OH:9])(=[O:8])[C@H:2]([CH2:4][C:5]([OH:7])=[O:6])[OH:3].O1[B:15]([C@@H:16]([NH:21][C:22](=[O:35])[CH2:23][NH:24][C:25](=[O:34])[C:26]2[CH:31]=[C:30]([Cl:32])[CH:29]=[CH:28][C:27]=2[Cl:33])[CH2:17][CH:18]([CH3:20])[CH3:19])O[B:15]([C@@H:16]([NH:21][C:22](=[O:35])[CH2:23][NH:24][C:25](=[O:34])[C:26]2[CH:31]=[C:30]([Cl:32])[CH:29]=[CH:28][C:27]=2[Cl:33])[CH2:17][CH:18]([CH3:20])[CH3:19])O[B:15]1[C@@H:16]([NH:21][C:22](=[O:35])[CH2:23][NH:24][C:25](=[O:34])[C:26]1[CH:31]=[C:30]([Cl:32])[CH:29]=[CH:28][C:27]=1[Cl:33])[CH2:17][CH:18]([CH3:20])[CH3:19]. The catalyst is CCOC(C)=O. The product is [Cl:33][C:27]1[CH:28]=[CH:29][C:30]([Cl:32])=[CH:31][C:26]=1[C:25]([NH:24][CH2:23][C:22]([NH:21][C@H:16]([B:15]1[O:3][C@@H:2]([CH2:4][C:5]([OH:7])=[O:6])[C:1](=[O:9])[O:8]1)[CH2:17][CH:18]([CH3:20])[CH3:19])=[O:35])=[O:34]. The yield is 0.960. (4) The reactants are [Cl:1][C:2]1[C:3]([C:11]#[N:12])=[N:4][CH:5]=[C:6]([N+:8]([O-])=O)[CH:7]=1.[Cl-].[Ca+2].[Cl-]. The catalyst is C(O)C.[Fe]. The product is [NH2:8][C:6]1[CH:7]=[C:2]([Cl:1])[C:3]([C:11]#[N:12])=[N:4][CH:5]=1. The yield is 0.430. (5) The reactants are [H-].[Al+3].[Li+].[H-].[H-].[H-].[Cl-].[Al+3].[Cl-].[Cl-].[CH3:11][N:12]([CH3:47])[C:13]1[CH:18]=[CH:17][C:16]([C:19]2[C:24]3[C:25](=O)[C:26]([CH3:29])([CH3:28])[O:27][C:23]=3[C:22]([CH3:31])=[C:21]([CH3:32])[C:20]=2[N:33]2[CH2:38][CH2:37][N:36]([C:39]3[CH:44]=[CH:43][C:42]([O:45][CH3:46])=[CH:41][CH:40]=3)[CH2:35][CH2:34]2)=[CH:15][CH:14]=1.[OH-].[Na+]. The catalyst is O.C1COCC1. The product is [CH3:46][O:45][C:42]1[CH:41]=[CH:40][C:39]([N:36]2[CH2:35][CH2:34][N:33]([C:20]3[C:21]([CH3:32])=[C:22]([CH3:31])[C:23]4[O:27][C:26]([CH3:29])([CH3:28])[CH2:25][C:24]=4[C:19]=3[C:16]3[CH:15]=[CH:14][C:13]([N:12]([CH3:11])[CH3:47])=[CH:18][CH:17]=3)[CH2:38][CH2:37]2)=[CH:44][CH:43]=1. The yield is 0.690. (6) The reactants are Cl.[Cl:2][C:3]1[CH:4]=[C:5]([N:9]2[C:13]([CH2:14][NH2:15])=[CH:12][C:11]([C:16]([F:19])([F:18])[F:17])=[N:10]2)[CH:6]=[CH:7][CH:8]=1.[F:20][C:21]1[CH:22]=[C:23]([NH:31][C:32](=O)[O:33]C2C=CC=CC=2)[CH:24]=[CH:25][C:26]=1[C:27]1([OH:30])[CH2:29][CH2:28]1. The catalyst is C(Cl)Cl. The product is [Cl:2][C:3]1[CH:4]=[C:5]([N:9]2[C:13]([CH2:14][NH:15][C:32]([NH:31][C:23]3[CH:24]=[CH:25][C:26]([C:27]4([OH:30])[CH2:28][CH2:29]4)=[C:21]([F:20])[CH:22]=3)=[O:33])=[CH:12][C:11]([C:16]([F:17])([F:18])[F:19])=[N:10]2)[CH:6]=[CH:7][CH:8]=1. The yield is 0.430. (7) The reactants are O[C:2]1([C:30]2[CH:35]=[CH:34][CH:33]=[C:32]([CH3:36])[CH:31]=2)[C:6]2[C:7]([CH3:27])=[C:8]([N:13]3[CH2:18][CH2:17][N:16]([C:19]4[CH:24]=[CH:23][C:22]([O:25][CH3:26])=[CH:21][CH:20]=4)[CH2:15][CH2:14]3)[C:9]([CH3:12])=[C:10]([CH3:11])[C:5]=2[O:4][C:3]1([CH3:29])[CH3:28]. The catalyst is C(O)C. The product is [CH3:28][C:3]1([CH3:29])[CH:2]([C:30]2[CH:35]=[CH:34][CH:33]=[C:32]([CH3:36])[CH:31]=2)[C:6]2[C:7]([CH3:27])=[C:8]([N:13]3[CH2:14][CH2:15][N:16]([C:19]4[CH:20]=[CH:21][C:22]([O:25][CH3:26])=[CH:23][CH:24]=4)[CH2:17][CH2:18]3)[C:9]([CH3:12])=[C:10]([CH3:11])[C:5]=2[O:4]1. The yield is 0.860. (8) The reactants are [C:1](Cl)(Cl)=[S:2].[C:5]1([CH2:11][CH2:12][NH2:13])[CH2:10][CH2:9][CH2:8][CH2:7][CH:6]=1.[OH-].[Na+]. No catalyst specified. The product is [N:13]([CH2:12][CH2:11][C:5]1[CH2:10][CH2:9][CH2:8][CH2:7][CH:6]=1)=[C:1]=[S:2]. The yield is 1.00. (9) The reactants are Br[CH2:2][C:3]([C:5]1[CH:10]=[CH:9][CH:8]=[CH:7][N:6]=1)=O.[Cl:11][C:12]1[CH:13]=[C:14]([CH:18]=[CH:19][CH:20]=1)[C:15]([NH2:17])=[O:16]. The catalyst is C1(C)C=CC=CC=1. The product is [Cl:11][C:12]1[CH:13]=[C:14]([C:15]2[O:16][CH:2]=[C:3]([C:5]3[CH:10]=[CH:9][CH:8]=[CH:7][N:6]=3)[N:17]=2)[CH:18]=[CH:19][CH:20]=1. The yield is 0.0900. (10) The reactants are [Cl:1][C:2]1[C:10]([F:11])=[C:9]2[C:5]([C:6](SC3C(F)=C(C=CC=3)C(OCC)=O)=[CH:7][N:8]2[C:12]2[CH:13]=[N:14][N:15]([CH2:17][CH3:18])[CH:16]=2)=[CH:4][CH:3]=1.[CH2:32]1[C:37](=O)N(Cl)C(=O)[CH2:33]1. The catalyst is C(Cl)Cl.O. The product is [Cl:1][C:2]1[C:10]([F:11])=[C:9]2[C:5]([CH:6]=[C:7]([CH:33]3[CH2:32][CH2:37]3)[N:8]2[C:12]2[CH:13]=[N:14][N:15]([CH2:17][CH3:18])[CH:16]=2)=[CH:4][CH:3]=1. The yield is 0.330.